Dataset: Forward reaction prediction with 1.9M reactions from USPTO patents (1976-2016). Task: Predict the product of the given reaction. (1) Given the reactants C(OC([N:8]([C@@H:22]1[CH2:26][CH2:25][N:24]([C:27]2[CH:32]=[CH:31][C:30]([N+:33]([O-])=O)=[CH:29][CH:28]=2)[CH2:23]1)[C:9]1[N:14]=[CH:13][C:12](/[CH:15]=[CH:16]/[C:17]([O:19][CH2:20][CH3:21])=[O:18])=[CH:11][CH:10]=1)=O)(C)(C)C.[Sn](Cl)Cl.[OH-].[Na+], predict the reaction product. The product is: [NH2:33][C:30]1[CH:31]=[CH:32][C:27]([N:24]2[CH2:25][CH2:26][C@@H:22]([NH:8][C:9]3[N:14]=[CH:13][C:12](/[CH:15]=[CH:16]/[C:17]([O:19][CH2:20][CH3:21])=[O:18])=[CH:11][CH:10]=3)[CH2:23]2)=[CH:28][CH:29]=1. (2) Given the reactants [CH2:1]([O:3][C:4]([C:6]1[C:7]([C:24]([F:27])([F:26])[F:25])=[N:8][C:9]([NH:12][CH2:13][CH2:14][CH2:15][C:16]2[CH:21]=[CH:20][CH:19]=[C:18]([O:22]C)[CH:17]=2)=[N:10][CH:11]=1)=[O:5])C.B(Br)(Br)Br.C(Cl)Cl, predict the reaction product. The product is: [CH3:1][O:3][C:4]([C:6]1[C:7]([C:24]([F:26])([F:27])[F:25])=[N:8][C:9]([NH:12][CH2:13][CH2:14][CH2:15][C:16]2[CH:21]=[CH:20][CH:19]=[C:18]([OH:22])[CH:17]=2)=[N:10][CH:11]=1)=[O:5]. (3) Given the reactants [CH:1]([C:4]1[CH:5]=[C:6]([CH:16]=[C:17]([CH2:19][NH:20][S:21]([CH3:24])(=[O:23])=[O:22])[CH:18]=1)[CH2:7][NH:8]C(=O)OC(C)(C)C)([CH3:3])[CH3:2].CNS(C)(=O)=O, predict the reaction product. The product is: [NH2:8][CH2:7][C:6]1[CH:16]=[C:17]([CH:18]=[C:4]([CH:1]([CH3:3])[CH3:2])[CH:5]=1)[CH2:19][NH:20][S:21]([CH3:24])(=[O:23])=[O:22]. (4) The product is: [F:33][C:32]([F:35])([F:34])[C:29]1[CH:28]=[CH:27][C:26]([CH2:25][O:24][N:23]=[C:21]([C:18]2[CH:19]=[CH:20][C:15]([O:14][CH2:13][C:12]3[NH:36][C:8](=[O:9])[O:10][N:11]=3)=[CH:16][CH:17]=2)[CH3:22])=[CH:31][CH:30]=1. Given the reactants O([C:8]([O:10][NH:11][C:12](=[NH:36])[CH2:13][O:14][C:15]1[CH:20]=[CH:19][C:18]([C:21](=[N:23][O:24][CH2:25][C:26]2[CH:31]=[CH:30][C:29]([C:32]([F:35])([F:34])[F:33])=[CH:28][CH:27]=2)[CH3:22])=[CH:17][CH:16]=1)=[O:9])C1C=CC=CC=1, predict the reaction product. (5) Given the reactants [CH2:1]([NH:8][C:9](=[O:15])[CH:10]([NH2:14])[CH2:11][O:12][CH3:13])[C:2]1[CH:7]=[CH:6][CH:5]=[CH:4][CH:3]=1.[C:16](OC(C)C)(=[O:18])[CH3:17].C(=O)([O-])[O-].[Na+].[Na+], predict the reaction product. The product is: [CH2:1]([NH:8][C:9](=[O:15])[C@H:10]([NH:14][C:16](=[O:18])[CH3:17])[CH2:11][O:12][CH3:13])[C:2]1[CH:7]=[CH:6][CH:5]=[CH:4][CH:3]=1.